This data is from Reaction yield outcomes from USPTO patents with 853,638 reactions. The task is: Predict the reaction yield, written as a fraction of the theoretical maximum amount of product (1.0 means a 100% yield; for example, 0.34 means a 34% yield). The reactants are Br[CH2:2][C:3]([C:5]1[CH:10]=[CH:9][C:8]([O:11][CH3:12])=[CH:7][CH:6]=1)=O.[C:13]([CH2:15][C:16]([NH2:18])=[S:17])#[N:14]. No catalyst specified. The product is [CH3:12][O:11][C:8]1[CH:9]=[CH:10][C:5]([C:3]2[N:18]=[C:16]([CH2:15][C:13]#[N:14])[S:17][CH:2]=2)=[CH:6][CH:7]=1. The yield is 0.750.